This data is from Full USPTO retrosynthesis dataset with 1.9M reactions from patents (1976-2016). The task is: Predict the reactants needed to synthesize the given product. (1) Given the product [F:1][C:2]1[CH:10]=[CH:9][C:8]([NH:11][C:12]2[N:26]=[C:15]3[CH:16]=[CH:17][CH:18]=[C:19]([C:20]4[CH:21]=[CH:22][CH:23]=[CH:24][CH:25]=4)[N:14]3[N:13]=2)=[CH:7][C:3]=1[C:4]#[N:6], predict the reactants needed to synthesize it. The reactants are: [F:1][C:2]1[CH:10]=[CH:9][C:8]([NH:11][C:12]2[N:26]=[C:15]3[CH:16]=[CH:17][CH:18]=[C:19]([C:20]4[CH:25]=[CH:24][CH:23]=[CH:22][CH:21]=4)[N:14]3[N:13]=2)=[CH:7][C:3]=1[C:4]([NH2:6])=O.BrC1C=CC(F)=C(C=1)C#N.OO.C(=O)([O-])[O-].[K+].[K+]. (2) Given the product [CH2:33]([C:19]1[C:20]([B:24]2[O:25][C:26]([CH3:31])([CH3:32])[C:27]([CH3:29])([CH3:30])[O:28]2)=[CH:21][CH:22]=[CH:23][C:18]=1[CH:16]1[CH2:17][NH:14][CH2:15]1)[CH3:34], predict the reactants needed to synthesize it. The reactants are: C([N:14]1[CH2:17][CH:16]([C:18]2[CH:23]=[CH:22][CH:21]=[C:20]([B:24]3[O:28][C:27]([CH3:30])([CH3:29])[C:26]([CH3:32])([CH3:31])[O:25]3)[C:19]=2[CH2:33][CH3:34])[CH2:15]1)(C1C=CC=CC=1)C1C=CC=CC=1.ClC(OC(Cl)C)=O. (3) Given the product [CH3:18][C:6]1([CH3:19])[CH:5]([N:4]2[CH2:3][CH2:2][O:1][C:25]2=[O:26])[CH2:10][CH2:9][N:8]([C:11]([O:13][C:14]([CH3:17])([CH3:16])[CH3:15])=[O:12])[CH2:7]1, predict the reactants needed to synthesize it. The reactants are: [OH:1][CH2:2][CH2:3][NH:4][CH:5]1[CH2:10][CH2:9][N:8]([C:11]([O:13][C:14]([CH3:17])([CH3:16])[CH3:15])=[O:12])[CH2:7][C:6]1([CH3:19])[CH3:18].C1N=CN([C:25](N2C=NC=C2)=[O:26])C=1. (4) Given the product [Cl:14][C:3]1[C:2]([CH3:1])=[CH:7][C:6]([N+:8]([O-:10])=[O:9])=[CH:5][N:4]=1, predict the reactants needed to synthesize it. The reactants are: [CH3:1][C:2]1[C:3](O)=[N:4][CH:5]=[C:6]([N+:8]([O-:10])=[O:9])[CH:7]=1.O=P(Cl)(Cl)[Cl:14].